From a dataset of NCI-60 drug combinations with 297,098 pairs across 59 cell lines. Regression. Given two drug SMILES strings and cell line genomic features, predict the synergy score measuring deviation from expected non-interaction effect. (1) Synergy scores: CSS=3.11, Synergy_ZIP=-3.76, Synergy_Bliss=-6.58, Synergy_Loewe=-4.74, Synergy_HSA=-5.19. Drug 1: CC(C)NC(=O)C1=CC=C(C=C1)CNNC.Cl. Drug 2: C1C(C(OC1N2C=NC3=C2NC=NCC3O)CO)O. Cell line: HT29. (2) Drug 1: C1C(C(OC1N2C=NC3=C(N=C(N=C32)Cl)N)CO)O. Drug 2: CC1CCC2CC(C(=CC=CC=CC(CC(C(=O)C(C(C(=CC(C(=O)CC(OC(=O)C3CCCCN3C(=O)C(=O)C1(O2)O)C(C)CC4CCC(C(C4)OC)OCCO)C)C)O)OC)C)C)C)OC. Cell line: LOX IMVI. Synergy scores: CSS=15.1, Synergy_ZIP=-0.399, Synergy_Bliss=0.982, Synergy_Loewe=-4.25, Synergy_HSA=-5.05. (3) Drug 1: C1CC(=O)NC(=O)C1N2CC3=C(C2=O)C=CC=C3N. Drug 2: C1=CC(=CC=C1CCC2=CNC3=C2C(=O)NC(=N3)N)C(=O)NC(CCC(=O)O)C(=O)O. Cell line: BT-549. Synergy scores: CSS=19.1, Synergy_ZIP=-6.97, Synergy_Bliss=5.80, Synergy_Loewe=5.37, Synergy_HSA=8.87. (4) Drug 1: C(=O)(N)NO. Drug 2: C1CCC(C(C1)N)N.C(=O)(C(=O)[O-])[O-].[Pt+4]. Cell line: IGROV1. Synergy scores: CSS=6.72, Synergy_ZIP=-3.26, Synergy_Bliss=0.755, Synergy_Loewe=-10.1, Synergy_HSA=-0.425. (5) Drug 1: C1=C(C(=O)NC(=O)N1)N(CCCl)CCCl. Drug 2: CC12CCC3C(C1CCC2O)C(CC4=C3C=CC(=C4)O)CCCCCCCCCS(=O)CCCC(C(F)(F)F)(F)F. Cell line: UACC-257. Synergy scores: CSS=-2.23, Synergy_ZIP=-3.44, Synergy_Bliss=-1.80, Synergy_Loewe=-3.24, Synergy_HSA=-2.84. (6) Drug 1: CN(C(=O)NC(C=O)C(C(C(CO)O)O)O)N=O. Drug 2: COCCOC1=C(C=C2C(=C1)C(=NC=N2)NC3=CC=CC(=C3)C#C)OCCOC.Cl. Cell line: K-562. Synergy scores: CSS=11.9, Synergy_ZIP=-4.95, Synergy_Bliss=-2.63, Synergy_Loewe=-0.319, Synergy_HSA=-0.594. (7) Synergy scores: CSS=-1.44, Synergy_ZIP=4.96, Synergy_Bliss=7.32, Synergy_Loewe=2.81, Synergy_HSA=1.85. Drug 2: C(CCl)NC(=O)N(CCCl)N=O. Cell line: MDA-MB-435. Drug 1: CC1=CC2C(CCC3(C2CCC3(C(=O)C)OC(=O)C)C)C4(C1=CC(=O)CC4)C.